This data is from Full USPTO retrosynthesis dataset with 1.9M reactions from patents (1976-2016). The task is: Predict the reactants needed to synthesize the given product. Given the product [Cl:23][C:24]1[S:28][C:27]([C:29]([C:2]2[CH:3]=[C:4]3[C:9](=[CH:10][CH:11]=2)[N:8]=[C:7]([O:12][CH3:13])[CH:6]=[C:5]3[C:14]2[CH:19]=[CH:18][CH:17]=[C:16]([O:20][CH2:21][CH3:22])[CH:15]=2)([C:31]2[N:32]([CH3:36])[CH:33]=[N:34][CH:35]=2)[OH:30])=[CH:26][CH:25]=1, predict the reactants needed to synthesize it. The reactants are: Br[C:2]1[CH:3]=[C:4]2[C:9](=[CH:10][CH:11]=1)[N:8]=[C:7]([O:12][CH3:13])[CH:6]=[C:5]2[C:14]1[CH:19]=[CH:18][CH:17]=[C:16]([O:20][CH2:21][CH3:22])[CH:15]=1.[Cl:23][C:24]1[S:28][C:27]([C:29]([C:31]2[N:32]([CH3:36])[CH:33]=[N:34][CH:35]=2)=[O:30])=[CH:26][CH:25]=1.